From a dataset of Reaction yield outcomes from USPTO patents with 853,638 reactions. Predict the reaction yield, written as a fraction of the theoretical maximum amount of product (1.0 means a 100% yield; for example, 0.34 means a 34% yield). (1) The reactants are [CH2:1]([O:8][N:9]1[C:14](=[O:15])[CH:13]=[C:12](OS(C(F)(F)F)(=O)=O)[C:11]([C:24]([O:26][CH2:27][CH3:28])=[O:25])=[CH:10]1)[C:2]1[CH:7]=[CH:6][CH:5]=[CH:4][CH:3]=1.[F:29][C:30]1[CH:36]=[CH:35][C:33]([NH2:34])=[C:32]([CH3:37])[CH:31]=1. No catalyst specified. The product is [CH2:1]([O:8][N:9]1[C:14](=[O:15])[CH:13]=[C:12]([NH:34][C:33]2[CH:35]=[CH:36][C:30]([F:29])=[CH:31][C:32]=2[CH3:37])[C:11]([C:24]([O:26][CH2:27][CH3:28])=[O:25])=[CH:10]1)[C:2]1[CH:3]=[CH:4][CH:5]=[CH:6][CH:7]=1. The yield is 0.770. (2) The reactants are C[O:2][C:3]([C:5]1([CH2:17][O:18][CH2:19][CH3:20])[CH2:9][CH2:8][CH2:7][N:6]1[C:10]([O:12][C:13]([CH3:16])([CH3:15])[CH3:14])=[O:11])=O.CC(C[AlH]CC(C)C)C. The catalyst is C1COCC1. The product is [C:13]([O:12][C:10]([N:6]1[CH2:7][CH2:8][CH2:9][C:5]1([CH2:17][O:18][CH2:19][CH3:20])[CH:3]=[O:2])=[O:11])([CH3:16])([CH3:15])[CH3:14]. The yield is 0.590. (3) The reactants are C[Si](C)(C)[N-][Si](C)(C)C.[Li+].[F:11][C:12]([F:22])([F:21])[C@H:13]([CH3:20])[CH2:14][C:15]([O:17][CH2:18][CH3:19])=[O:16].Br[C:24]1[CH:29]=[CH:28][C:27]([CH2:30][CH3:31])=[CH:26][CH:25]=1.C1CCCCC1. The catalyst is C1(C)C=CC=CC=1.C([O-])(=O)C.[Pd+2].C([O-])(=O)C.C1(P(C2CCCCC2)C2C=CC=CC=2C2C=CC=CC=2N(C)C)CCCCC1.C1CCCCC1.C(OCC)(=O)C. The product is [CH2:30]([C:27]1[CH:28]=[CH:29][C:24]([CH:14]([C@@H:13]([CH3:20])[C:12]([F:21])([F:22])[F:11])[C:15]([O:17][CH2:18][CH3:19])=[O:16])=[CH:25][CH:26]=1)[CH3:31]. The yield is 0.649. (4) The reactants are [C:1]1(=O)[CH2:6][CH2:5][CH2:4][CH2:3][CH2:2]1.C[C:9]1[NH:10][C:11]2[C:16]([CH:17]=1)=[CH:15][CH:14]=[C:13]([C:18]([OH:20])=[O:19])[CH:12]=2.C[O-].[Na+]. The catalyst is CO. The product is [C:1]1([C:17]2[C:16]3[C:11](=[CH:12][C:13]([C:18]([OH:20])=[O:19])=[CH:14][CH:15]=3)[NH:10][CH:9]=2)[CH2:6][CH2:5][CH2:4][CH2:3][CH:2]=1. The yield is 0.975. (5) The reactants are [N:1]([CH:4]([C:10]1[N:14]([CH2:15][C:16]2[CH:21]=[CH:20][C:19]([F:22])=[CH:18][CH:17]=2)[N:13]=[CH:12][N:11]=1)[CH:5]([CH2:8][CH3:9])[CH2:6][CH3:7])=[N+]=[N-].CO.CCOC(C)=O. The catalyst is CCOC(C)=O.[Pd]. The product is [CH2:8]([CH:5]([CH2:6][CH3:7])[CH:4]([NH2:1])[C:10]1[N:14]([CH2:15][C:16]2[CH:17]=[CH:18][C:19]([F:22])=[CH:20][CH:21]=2)[N:13]=[CH:12][N:11]=1)[CH3:9]. The yield is 0.680.